Task: Predict the reaction yield, written as a fraction of the theoretical maximum amount of product (1.0 means a 100% yield; for example, 0.34 means a 34% yield).. Dataset: Reaction yield outcomes from USPTO patents with 853,638 reactions (1) The reactants are [O:1]1CCO[CH:2]1[C:6]1[C:7]([F:32])=[C:8]([CH:20]=[CH:21][C:22]=1[B:23]1[O:27][C:26]([CH3:29])([CH3:28])[C:25]([CH3:31])([CH3:30])[O:24]1)[O:9][C:10]1[CH:17]=[CH:16][C:13]([C:14]#[N:15])=[C:12]([O:18][CH3:19])[N:11]=1.Cl.O. The catalyst is O1CCCC1. The product is [F:32][C:7]1[C:6]([CH:2]=[O:1])=[C:22]([B:23]2[O:27][C:26]([CH3:29])([CH3:28])[C:25]([CH3:31])([CH3:30])[O:24]2)[CH:21]=[CH:20][C:8]=1[O:9][C:10]1[CH:17]=[CH:16][C:13]([C:14]#[N:15])=[C:12]([O:18][CH3:19])[N:11]=1. The yield is 0.740. (2) The reactants are [Br-].[CH:2]1([Zn+])[CH2:5][CH2:4][CH2:3]1.Br[C:8]1[CH:17]=[CH:16][C:11]([C:12]([O:14][CH3:15])=[O:13])=[C:10]([CH3:18])[CH:9]=1.C(Cl)Cl. The catalyst is C1C=CC(P(C2C=CC=CC=2)[C-]2C=CC=C2)=CC=1.C1C=CC(P(C2C=CC=CC=2)[C-]2C=CC=C2)=CC=1.Cl[Pd]Cl.[Fe+2]. The product is [CH:2]1([C:8]2[CH:17]=[CH:16][C:11]([C:12]([O:14][CH3:15])=[O:13])=[C:10]([CH3:18])[CH:9]=2)[CH2:5][CH2:4][CH2:3]1. The yield is 0.890. (3) The product is [CH2:27]1[C:36]2[C:31](=[CH:32][CH:33]=[CH:34][CH:35]=2)[CH2:30][CH2:29][N:28]1[CH2:25][C:20]1[CH:21]=[CH:22][CH:23]=[CH:24][C:19]=1[C:15]1[CH:16]=[CH:17][CH:18]=[C:13]([NH:12][C:10]2[C:9]3[C:4](=[CH:5][CH:6]=[CH:7][CH:8]=3)[N:3]=[C:2]([CH3:1])[CH:11]=2)[CH:14]=1. The catalyst is ClC(Cl)C. The reactants are [CH3:1][C:2]1[CH:11]=[C:10]([NH:12][C:13]2[CH:14]=[C:15]([C:19]3[C:20]([CH:25]=O)=[CH:21][CH:22]=[CH:23][CH:24]=3)[CH:16]=[CH:17][CH:18]=2)[C:9]2[C:4](=[CH:5][CH:6]=[CH:7][CH:8]=2)[N:3]=1.[CH2:27]1[C:36]2[C:31](=[CH:32][CH:33]=[CH:34][CH:35]=2)[CH2:30][CH2:29][NH:28]1.[BH-](OC(C)=O)(OC(C)=O)OC(C)=O.[Na+].CC(O)=O. The yield is 0.237. (4) The reactants are [Cl:1][C:2]1[CH:3]=[CH:4][C:5]([C:20]([F:23])([F:22])[F:21])=[C:6]([CH:19]=1)[CH2:7][N:8]1[CH2:13][CH2:12][NH:11][C:10]2[N:14]=[CH:15][C:16](I)=[CH:17][C:9]1=2.[CH3:24][N:25]1[CH:29]=[C:28](B2OC(C)(C)C(C)(C)O2)[CH:27]=[N:26]1. No catalyst specified. The product is [Cl:1][C:2]1[CH:3]=[CH:4][C:5]([C:20]([F:23])([F:22])[F:21])=[C:6]([CH:19]=1)[CH2:7][N:8]1[CH2:13][CH2:12][NH:11][C:10]2[N:14]=[CH:15][C:16]([C:28]3[CH:27]=[N:26][N:25]([CH3:24])[CH:29]=3)=[CH:17][C:9]1=2. The yield is 0.740. (5) The reactants are I[C:2]1[CH:3]=[CH:4][C:5]2[N:6]([CH:8]=[C:9]([NH:11][C:12]([CH:14]3[CH2:16][CH2:15]3)=[O:13])[N:10]=2)[N:7]=1.[CH3:17][N:18]1[C:22]2[CH:23]=[CH:24][C:25]([OH:27])=[CH:26][C:21]=2[N:20]=[C:19]1[CH3:28].C(=O)([O-])[O-].[K+].[K+]. The catalyst is CN(C)C=O. The product is [CH3:17][N:18]1[C:22]2[CH:23]=[CH:24][C:25]([O:27][C:2]3[CH:3]=[CH:4][C:5]4[N:6]([CH:8]=[C:9]([NH:11][C:12]([CH:14]5[CH2:16][CH2:15]5)=[O:13])[N:10]=4)[N:7]=3)=[CH:26][C:21]=2[N:20]=[C:19]1[CH3:28]. The yield is 0.280. (6) The reactants are [CH3:1][O:2][C:3](=[O:16])[CH2:4][CH2:5][C:6]([C:8]1[CH:13]=[CH:12][C:11]([OH:14])=[CH:10][C:9]=1[OH:15])=[O:7].[O:17]1[CH:22]=[CH:21][CH2:20][CH2:19][CH2:18]1. The catalyst is ClCCl. The product is [CH3:1][O:2][C:3](=[O:16])[CH2:4][CH2:5][C:6]([C:8]1[CH:13]=[CH:12][C:11]([O:14][CH:18]2[CH2:19][CH2:20][CH2:21][CH2:22][O:17]2)=[CH:10][C:9]=1[OH:15])=[O:7]. The yield is 0.920. (7) The reactants are [C:1]([C:3]1[CH:8]=[CH:7][C:6]([C@@H:9]2[C:14]([C:15]#[N:16])=[C:13]([CH3:17])[N:12]([C:18]3[CH:23]=[CH:22][CH:21]=[C:20]([C:24]([F:27])([F:26])[F:25])[CH:19]=3)[C:11](=[O:28])[NH:10]2)=[C:5]([S:29]([CH3:32])(=[O:31])=[O:30])[CH:4]=1)#[N:2].[H-].[Na+].[CH3:35][CH:36]([S:38](Cl)(=[O:40])=[O:39])[CH3:37]. No catalyst specified. The product is [C:1]([C:3]1[CH:8]=[CH:7][C:6]([C@@H:9]2[C:14]([C:15]#[N:16])=[C:13]([CH3:17])[N:12]([C:18]3[CH:23]=[CH:22][CH:21]=[C:20]([C:24]([F:27])([F:26])[F:25])[CH:19]=3)[C:11](=[O:28])[N:10]2[S:38]([CH:36]([CH3:37])[CH3:35])(=[O:40])=[O:39])=[C:5]([S:29]([CH3:32])(=[O:31])=[O:30])[CH:4]=1)#[N:2]. The yield is 0.720. (8) The reactants are [C:1]([C:4]1[CH:5]=[CH:6][C:7]([Cl:14])=[C:8]([NH:10][C:11](=[O:13])[CH3:12])[CH:9]=1)(=[O:3])[CH3:2].CO[CH:17](OC)[N:18]([CH3:20])[CH3:19]. No catalyst specified. The product is [Cl:14][C:7]1[CH:6]=[CH:5][C:4]([C:1](=[O:3])[CH:2]=[CH:17][N:18]([CH3:20])[CH3:19])=[CH:9][C:8]=1[NH:10][C:11](=[O:13])[CH3:12]. The yield is 0.805. (9) The reactants are [H-].[Na+].[CH3:3][N:4]1[CH2:9][CH2:8][N:7]([CH2:10][CH2:11][OH:12])[CH2:6][CH2:5]1.Cl[C:14]1[CH:19]=[CH:18][C:17]([N+:20]([O-:22])=[O:21])=[CH:16][N:15]=1. The catalyst is CN(C=O)C. The product is [CH3:3][N:4]1[CH2:9][CH2:8][N:7]([CH2:10][CH2:11][O:12][C:14]2[CH:19]=[CH:18][C:17]([N+:20]([O-:22])=[O:21])=[CH:16][N:15]=2)[CH2:6][CH2:5]1. The yield is 0.240.